From a dataset of Full USPTO retrosynthesis dataset with 1.9M reactions from patents (1976-2016). Predict the reactants needed to synthesize the given product. Given the product [CH3:12][O:11][C:7]1[CH:6]=[C:5]([NH:13][C:14]2[CH:19]=[N:18][CH:17]=[C:16]([C:4]3[CH:3]=[CH:8][C:7]([C:35]([C:32]4[CH:33]=[CH:34][C:29]([Cl:28])=[CH:30][CH:31]=4)=[O:36])=[CH:6][C:5]=3[NH2:13])[N:15]=2)[CH:4]=[C:3]([O:2][CH3:1])[C:8]=1[O:9][CH3:10], predict the reactants needed to synthesize it. The reactants are: [CH3:1][O:2][C:3]1[CH:4]=[C:5]([NH:13][C:14]2[CH:19]=[N:18][CH:17]=[C:16](OC3C=CC(N)=CC=3)[N:15]=2)[CH:6]=[C:7]([O:11][CH3:12])[C:8]=1[O:9][CH3:10].[Cl:28][C:29]1[CH:34]=[CH:33][C:32]([C:35](Cl)=[O:36])=[CH:31][CH:30]=1.